Dataset: Full USPTO retrosynthesis dataset with 1.9M reactions from patents (1976-2016). Task: Predict the reactants needed to synthesize the given product. (1) Given the product [CH3:5][O:6][C:7]1[C:8]([N+:1]([O-:4])=[O:2])=[C:9]2[C:14](=[CH:15][C:16]=1[O:17][CH3:18])[N:13]=[CH:12][NH:11][C:10]2=[O:19], predict the reactants needed to synthesize it. The reactants are: [N+:1]([O-:4])(O)=[O:2].[CH3:5][O:6][C:7]1[CH:8]=[C:9]2[C:14](=[CH:15][C:16]=1[O:17][CH3:18])[N:13]=[CH:12][NH:11][C:10]2=[O:19]. (2) Given the product [CH:1]1([N:4]([CH:18]2[CH2:23][CH2:22][N:21]([C:24](=[O:30])[CH2:25][CH:26]([N:31]3[CH2:36][CH2:35][S:34][CH2:33][CH2:32]3)[CH2:27][CH2:28][CH3:29])[CH2:20][CH2:19]2)[S:5]([C:8]2[CH:13]=[CH:12][CH:11]=[C:10]([C:14]([F:15])([F:16])[F:17])[CH:9]=2)(=[O:6])=[O:7])[CH2:3][CH2:2]1, predict the reactants needed to synthesize it. The reactants are: [CH:1]1([N:4]([CH:18]2[CH2:23][CH2:22][N:21]([C:24](=[O:30])[CH:25]=[CH:26][CH2:27][CH2:28][CH3:29])[CH2:20][CH2:19]2)[S:5]([C:8]2[CH:13]=[CH:12][CH:11]=[C:10]([C:14]([F:17])([F:16])[F:15])[CH:9]=2)(=[O:7])=[O:6])[CH2:3][CH2:2]1.[NH:31]1[CH2:36][CH2:35][S:34][CH2:33][CH2:32]1.